Task: Regression. Given a peptide amino acid sequence and an MHC pseudo amino acid sequence, predict their binding affinity value. This is MHC class II binding data.. Dataset: Peptide-MHC class II binding affinity with 134,281 pairs from IEDB (1) The peptide sequence is GINTRNMTMSMSMIL. The MHC is DRB1_1101 with pseudo-sequence DRB1_1101. The binding affinity (normalized) is 0.203. (2) The peptide sequence is EEALNVALAVVTLLA. The MHC is DRB1_1501 with pseudo-sequence DRB1_1501. The binding affinity (normalized) is 0. (3) The peptide sequence is GAFLVRNGKKLIPSW. The MHC is DRB1_0701 with pseudo-sequence DRB1_0701. The binding affinity (normalized) is 0.710. (4) The peptide sequence is VRPIDDRFGLALSHL. The MHC is HLA-DQA10501-DQB10402 with pseudo-sequence HLA-DQA10501-DQB10402. The binding affinity (normalized) is 0.448. (5) The peptide sequence is KLIEDINVGFKAAVA. The MHC is DRB1_1201 with pseudo-sequence DRB1_1201. The binding affinity (normalized) is 0.295. (6) The peptide sequence is MASRFMTDPHAMRDM. The MHC is HLA-DPA10103-DPB10201 with pseudo-sequence HLA-DPA10103-DPB10201. The binding affinity (normalized) is 0. (7) The peptide sequence is IVDVMCHATLTHRLMSPH. The MHC is DRB1_1501 with pseudo-sequence DRB1_1501. The binding affinity (normalized) is 0.0478.